Predict the product of the given reaction. From a dataset of Forward reaction prediction with 1.9M reactions from USPTO patents (1976-2016). (1) Given the reactants [Cl:1][C:2]1[C:7]([F:8])=[CH:6][C:5]([C:9]2[N:10]=[C:11]([N:18]3[CH2:23][CH2:22][NH:21][CH2:20][CH2:19]3)[C:12]3[S:17][CH:16]=[CH:15][C:13]=3[N:14]=2)=[C:4]([F:24])[CH:3]=1.[CH2:25]1[O:27][C@@H:26]1[CH2:28][OH:29].C1COCC1.[ClH:35].O1CCOCC1, predict the reaction product. The product is: [ClH:1].[ClH:35].[Cl:1][C:2]1[C:7]([F:8])=[CH:6][C:5]([C:9]2[N:10]=[C:11]([N:18]3[CH2:19][CH2:20][N:21]([CH2:25][C@H:26]([OH:27])[CH2:28][OH:29])[CH2:22][CH2:23]3)[C:12]3[S:17][CH:16]=[CH:15][C:13]=3[N:14]=2)=[C:4]([F:24])[CH:3]=1. (2) Given the reactants C([O:4][CH2:5][CH2:6][CH2:7][CH:8]([O:14][N+:15]([O-:17])=[O:16])[CH2:9][O:10][N+:11]([O-:13])=[O:12])(=O)C.[OH-].[Na+], predict the reaction product. The product is: [N+:11]([O-:13])([O:10][CH2:9][CH:8]([O:14][N+:15]([O-:17])=[O:16])[CH2:7][CH2:6][CH2:5][OH:4])=[O:12]. (3) Given the reactants C(N(CC)CC)C.[C:8](Cl)(=[O:10])[CH3:9].[CH3:12][CH2:13][O:14][C:15]([CH:17]1[CH2:22][N:21]([C:23]([O:25][C:26]([CH3:29])([CH3:28])[CH3:27])=[O:24])[C:20]2[CH:30]=[C:31]([Cl:35])[C:32]([NH2:34])=[CH:33][C:19]=2[O:18]1)=[O:16], predict the reaction product. The product is: [CH3:12][CH2:13][O:14][C:15]([CH:17]1[CH2:22][N:21]([C:23]([O:25][C:26]([CH3:29])([CH3:27])[CH3:28])=[O:24])[C:20]2[CH:30]=[C:31]([Cl:35])[C:32]([NH:34][C:8](=[O:10])[CH3:9])=[CH:33][C:19]=2[O:18]1)=[O:16]. (4) The product is: [F:47][C:46]1[CH:45]=[CH:44][C:27]([O:28][C:29]2[CH:30]=[CH:31][C:32]3[N:33]([CH:35]=[C:36]([NH:38][C:39]([CH:41]4[CH2:43][CH2:42]4)=[O:40])[N:37]=3)[N:34]=2)=[CH:26][C:25]=1[NH:24][C:14]([NH:7][C:8]1[CH:12]=[C:11]([CH3:13])[O:10][N:9]=1)=[O:15]. Given the reactants N1C=CC=CC=1.[NH2:7][C:8]1[CH:12]=[C:11]([CH3:13])[O:10][N:9]=1.[C:14](Cl)(=O)[O:15]C1C=CC=CC=1.[NH2:24][C:25]1[CH:26]=[C:27]([CH:44]=[CH:45][C:46]=1[F:47])[O:28][C:29]1[CH:30]=[CH:31][C:32]2[N:33]([CH:35]=[C:36]([NH:38][C:39]([CH:41]3[CH2:43][CH2:42]3)=[O:40])[N:37]=2)[N:34]=1.C(=O)([O-])O.[Na+], predict the reaction product. (5) Given the reactants [NH2:1][N:2]1[CH:6]=[C:5]([C:7]2[CH:12]=[CH:11][CH:10]=[CH:9][CH:8]=2)[C:4]([C:13]2[CH:18]=[CH:17][C:16]([O:19][CH3:20])=[CH:15][CH:14]=2)=[C:3]1[C:21]#[N:22].O.C(OCC)(=O)C.[CH:30]([NH2:32])=O, predict the reaction product. The product is: [NH2:22][C:21]1[C:3]2=[C:4]([C:13]3[CH:14]=[CH:15][C:16]([O:19][CH3:20])=[CH:17][CH:18]=3)[C:5]([C:7]3[CH:8]=[CH:9][CH:10]=[CH:11][CH:12]=3)=[CH:6][N:2]2[N:1]=[CH:30][N:32]=1. (6) The product is: [CH3:39][C:25]1[CH:24]=[C:23]([C:21]([N:12]2[C:13]3[CH:20]=[CH:19][CH:18]=[CH:17][C:14]=3[CH2:15][N:16]3[C:7]([C:5]([N:4]4[CH2:40][CH2:64][N:65]([CH2:66][CH2:67][O:44][CH3:43])[CH2:2][CH2:3]4)=[O:6])=[CH:8][CH:9]=[C:10]3[CH2:11]2)=[O:22])[CH:28]=[CH:27][C:26]=1[C:29]1[CH:34]=[CH:33][CH:32]=[CH:31][C:30]=1[C:35]([F:36])([F:38])[F:37]. Given the reactants O[CH2:2][CH2:3][N:4]([CH2:40]CO)[C:5]([C:7]1[N:16]2[C:10]([CH2:11][N:12]([C:21]([C:23]3[CH:28]=[CH:27][C:26]([C:29]4[CH:34]=[CH:33][CH:32]=[CH:31][C:30]=4[C:35]([F:38])([F:37])[F:36])=[C:25]([CH3:39])[CH:24]=3)=[O:22])[C:13]3[CH:20]=[CH:19][CH:18]=[CH:17][C:14]=3[CH2:15]2)=[CH:9][CH:8]=1)=[O:6].[CH3:43][O:44]C(N1CCNCC1)C.ON1C2C=CC=CC=2N=N1.Cl.[CH3:64][N:65](C)[CH2:66][CH2:67]CN=C=NCC.C(N(CC)C(C)C)(C)C, predict the reaction product. (7) Given the reactants [CH2:1]([C:8]1[O:9][C:10]([CH3:41])=[C:11]([CH3:40])[C:12]=1[C:13]([C:15]1[CH:34]=[CH:33][C:18]([O:19][S:20]([C:23]2[CH:31]=[CH:30][C:26]([C:27]([OH:29])=[O:28])=[C:25]([OH:32])[CH:24]=2)(=[O:22])=[O:21])=[C:17]([CH:35]2[CH2:39][CH2:38][CH2:37][CH2:36]2)[CH:16]=1)=[O:14])[C:2]1[CH:7]=[CH:6][CH:5]=[CH:4][CH:3]=1.[C:42](OC(=O)C)(=[O:44])[CH3:43].[I-].[Mg+2].[I-], predict the reaction product. The product is: [C:42]([O:32][C:25]1[CH:24]=[C:23]([S:20]([O:19][C:18]2[CH:33]=[CH:34][C:15]([C:13]([C:12]3[C:11]([CH3:40])=[C:10]([CH3:41])[O:9][C:8]=3[CH2:1][C:2]3[CH:7]=[CH:6][CH:5]=[CH:4][CH:3]=3)=[O:14])=[CH:16][C:17]=2[CH:35]2[CH2:39][CH2:38][CH2:37][CH2:36]2)(=[O:22])=[O:21])[CH:31]=[CH:30][C:26]=1[C:27]([OH:29])=[O:28])(=[O:44])[CH3:43].